This data is from Forward reaction prediction with 1.9M reactions from USPTO patents (1976-2016). The task is: Predict the product of the given reaction. (1) Given the reactants [NH2:1][CH:2]([OH:5])[CH2:3][CH3:4].[C:6](O[C:6]([O:8][C:9]([CH3:12])([CH3:11])[CH3:10])=[O:7])([O:8][C:9]([CH3:12])([CH3:11])[CH3:10])=[O:7], predict the reaction product. The product is: [C:9]([O:8][C:6]([C:2]([NH2:1])([OH:5])[CH2:3][CH3:4])=[O:7])([CH3:12])([CH3:11])[CH3:10]. (2) The product is: [Br:18][CH2:19]/[CH:20]=[CH:21]/[CH2:22][N:10]([C:11]1[C:16]([Cl:17])=[N:15][CH:14]=[CH:13][N:12]=1)[C:5]1[CH:6]=[CH:7][CH:8]=[CH:9][C:4]=1[N+:1]([O-:3])=[O:2]. Given the reactants [N+:1]([C:4]1[CH:9]=[CH:8][CH:7]=[CH:6][C:5]=1[NH:10][C:11]1[C:16]([Cl:17])=[N:15][CH:14]=[CH:13][N:12]=1)([O-:3])=[O:2].[Br:18][CH2:19]/[CH:20]=[CH:21]/[CH2:22]Br, predict the reaction product.